This data is from Full USPTO retrosynthesis dataset with 1.9M reactions from patents (1976-2016). The task is: Predict the reactants needed to synthesize the given product. (1) Given the product [NH2:21][CH2:22][C:23]1[CH:24]=[C:25]([C:29]2[CH:34]=[C:33]([C:35]([NH:37][CH2:38][C@H:39]3[CH2:44][CH2:43][C@H:42]([CH2:45][NH:46][C:47](=[O:53])[O:48][C:49]([CH3:51])([CH3:50])[CH3:52])[CH2:41][CH2:40]3)=[O:36])[CH:32]=[C:31]([C:9]3[CH:13]=[N:12][NH:11][CH:10]=3)[N:30]=2)[CH:26]=[CH:27][CH:28]=1, predict the reactants needed to synthesize it. The reactants are: CC1(C)C(C)(C)OB([C:9]2[CH:10]=[N:11][NH:12][CH:13]=2)O1.C(=O)([O-])[O-].[Cs+].[Cs+].[NH2:21][CH2:22][C:23]1[CH:24]=[C:25]([C:29]2[CH:34]=[C:33]([C:35]([NH:37][CH2:38][C@H:39]3[CH2:44][CH2:43][C@H:42]([CH2:45][NH:46][C:47](=[O:53])[O:48][C:49]([CH3:52])([CH3:51])[CH3:50])[CH2:41][CH2:40]3)=[O:36])[CH:32]=[C:31](Cl)[N:30]=2)[CH:26]=[CH:27][CH:28]=1. (2) Given the product [Br:8][C:6]1[N:7]=[C:2]([NH:25][C:24]([CH3:40])([C:26]2[CH:31]=[CH:30][CH:29]=[CH:28][C:27]=2[O:32][CH2:33][C:34]2[CH:39]=[CH:38][CH:37]=[CH:36][CH:35]=2)[CH3:23])[C:3](=[O:22])[N:4]([C:9]2[CH:10]=[C:11]([CH:17]=[C:18]([F:21])[C:19]=2[CH3:20])[C:12]([O:14][CH2:15][CH3:16])=[O:13])[CH:5]=1, predict the reactants needed to synthesize it. The reactants are: Br[C:2]1[C:3](=[O:22])[N:4]([C:9]2[CH:10]=[C:11]([CH:17]=[C:18]([F:21])[C:19]=2[CH3:20])[C:12]([O:14][CH2:15][CH3:16])=[O:13])[CH:5]=[C:6]([Br:8])[N:7]=1.[CH3:23][C:24]([CH3:40])([C:26]1[CH:31]=[CH:30][CH:29]=[CH:28][C:27]=1[O:32][CH2:33][C:34]1[CH:39]=[CH:38][CH:37]=[CH:36][CH:35]=1)[NH2:25].C(N(C(C)C)C(C)C)C. (3) Given the product [NH2:1][C:2]1[C:7]([CH:8]([OH:9])[CH3:12])=[CH:6][N:5]=[C:4]([S:10][CH3:11])[N:3]=1, predict the reactants needed to synthesize it. The reactants are: [NH2:1][C:2]1[C:7]([CH:8]=[O:9])=[CH:6][N:5]=[C:4]([S:10][CH3:11])[N:3]=1.[CH3:12][Mg]Br.C(OCC)C.[Br-].